This data is from Forward reaction prediction with 1.9M reactions from USPTO patents (1976-2016). The task is: Predict the product of the given reaction. Given the reactants [Cl:1][C:2]1[N:10]=[C:9]2[C:5]([N:6]=[CH:7][N:8]2[CH:11]2[CH2:16][CH2:15][CH2:14][CH2:13][O:12]2)=[C:4](Cl)[N:3]=1.C(N(C(C)C)C(C)C)C.[C:27]1([CH:33]([C:36]2[CH:41]=[CH:40][CH:39]=[CH:38][CH:37]=2)[CH2:34][NH2:35])[CH:32]=[CH:31][CH:30]=[CH:29][CH:28]=1, predict the reaction product. The product is: [Cl:1][C:2]1[N:10]=[C:9]2[C:5]([N:6]=[CH:7][N:8]2[CH:11]2[CH2:16][CH2:15][CH2:14][CH2:13][O:12]2)=[C:4]([NH:35][CH2:34][CH:33]([C:27]2[CH:32]=[CH:31][CH:30]=[CH:29][CH:28]=2)[C:36]2[CH:41]=[CH:40][CH:39]=[CH:38][CH:37]=2)[N:3]=1.